From a dataset of KCNQ2 potassium channel screen with 302,405 compounds. Binary Classification. Given a drug SMILES string, predict its activity (active/inactive) in a high-throughput screening assay against a specified biological target. (1) The drug is O=C1N(C(C(c2c1cc(OC)c(OC)c2)C(=O)Nc1cc(OC)c(OC)c(OC)c1)c1cccnc1)C. The result is 0 (inactive). (2) The compound is S(=O)(=O)(NC1CN(C(=O)C1)c1ccc(OCC)cc1)c1cccnc1. The result is 0 (inactive). (3) The compound is S=C(Nc1ccc(N2CCN(CC2)C(=O)C)cc1)NC(=O)COc1ccc(C(C)(C)C)cc1. The result is 0 (inactive). (4) The molecule is O=C1Nc2c(C1C(=O)C(=O)NCc1cccnc1)cccc2. The result is 0 (inactive). (5) The drug is S(CCC(NC(=O)c1c(OC)cccc1)C(=O)N1CCC(CC1)Cc1ccccc1)C. The result is 0 (inactive). (6) The molecule is S(=O)(=O)(N1CCOCC1)c1ccc(NC(=O)C(Oc2ccc(cc2)C)C)cc1. The result is 0 (inactive). (7) The molecule is s1c2CC(CCc2c(c1NC(=O)COC(=O)c1c(NCc2occc2)cccc1)C#N)C. The result is 0 (inactive). (8) The compound is Brc1cc(C(NCC(OC)=O)c2ccccc2)c(NC(=O)C)cc1. The result is 0 (inactive). (9) The drug is S=C(N(Cc1cc2c([nH]c1=O)cc1OCCOc1c2)Cc1occc1)NCCCN1CCOCC1. The result is 0 (inactive). (10) The molecule is FC(F)(F)c1cc([N+]([O-])=O)c(Nc2ccc(cc2)C)cc1. The result is 0 (inactive).